Regression. Given a peptide amino acid sequence and an MHC pseudo amino acid sequence, predict their binding affinity value. This is MHC class II binding data. From a dataset of Peptide-MHC class II binding affinity with 134,281 pairs from IEDB. (1) The peptide sequence is CSGEPVVVHITDDNE. The MHC is HLA-DPA10201-DPB11401 with pseudo-sequence HLA-DPA10201-DPB11401. The binding affinity (normalized) is 0.0641. (2) The peptide sequence is GPKEPFRDYVDRFYKTLR. The binding affinity (normalized) is 0.688. The MHC is HLA-DPA10201-DPB10501 with pseudo-sequence HLA-DPA10201-DPB10501.